This data is from Full USPTO retrosynthesis dataset with 1.9M reactions from patents (1976-2016). The task is: Predict the reactants needed to synthesize the given product. (1) Given the product [ClH:30].[ClH:30].[F:1][C:2]1[CH:3]=[C:4]([C@@H:9]2[CH2:13][N:12]([C@@H:14]([CH2:19][O:20][CH3:21])[C:15]([F:16])([F:17])[F:18])[CH2:11][C@H:10]2[NH2:22])[CH:5]=[CH:6][C:7]=1[F:8], predict the reactants needed to synthesize it. The reactants are: [F:1][C:2]1[CH:3]=[C:4]([C@@H:9]2[CH2:13][N:12]([C@@H:14]([CH2:19][O:20][CH3:21])[C:15]([F:18])([F:17])[F:16])[CH2:11][C@H:10]2[NH:22]C(=O)OC(C)(C)C)[CH:5]=[CH:6][C:7]=1[F:8].[ClH:30]. (2) Given the product [CH3:47][C:42]1([CH3:48])[C:43]([CH3:46])([CH3:45])[O:44][B:40]([C:2]2[CH:7]=[CH:6][C:5]([CH2:8][CH2:9][CH2:10][OH:11])=[C:4]([C:12]([F:15])([F:14])[F:13])[CH:3]=2)[O:41]1, predict the reactants needed to synthesize it. The reactants are: Cl[C:2]1[CH:7]=[CH:6][C:5]([CH2:8][CH2:9][CH2:10][OH:11])=[C:4]([C:12]([F:15])([F:14])[F:13])[CH:3]=1.C1(P(C2CCCCC2)C2CCCCC2)CCCCC1.C([O-])(=O)C.[K+].[B:40]1([B:40]2[O:44][C:43]([CH3:46])([CH3:45])[C:42]([CH3:48])([CH3:47])[O:41]2)[O:44][C:43]([CH3:46])([CH3:45])[C:42]([CH3:48])([CH3:47])[O:41]1. (3) Given the product [CH2:3]([CH:2]([CH2:1][CH2:2][CH2:3][CH3:4])[CH2:1][OH:5])[CH3:4], predict the reactants needed to synthesize it. The reactants are: [CH2:1]([OH:5])[CH2:2][CH2:3][CH3:4]. (4) Given the product [C:11]([C:13]1[CH:18]=[CH:17][C:16]([NH:19][C:20](=[O:21])[C:22]([OH:23])([CH3:25])[CH2:24][S:8][C:5]2[CH:6]=[CH:7][C:2]([F:1])=[CH:3][CH:4]=2)=[CH:15][C:14]=1[C:26]([F:27])([F:29])[F:28])#[N:12], predict the reactants needed to synthesize it. The reactants are: [F:1][C:2]1[CH:7]=[CH:6][C:5]([SH:8])=[CH:4][CH:3]=1.[OH-].[Na+].[C:11]([C:13]1[CH:18]=[CH:17][C:16]([NH:19][C:20]([C:22]2([CH3:25])[CH2:24][O:23]2)=[O:21])=[CH:15][C:14]=1[C:26]([F:29])([F:28])[F:27])#[N:12].Cl. (5) Given the product [N:1]1([C:10]2[S:14][C:13]([C:15]([OH:17])=[O:16])=[C:12]([NH:19][C:20](=[O:27])[C:21]3[CH:22]=[CH:23][CH:24]=[CH:25][CH:26]=3)[CH:11]=2)[C:5]2[CH:6]=[CH:7][CH:8]=[CH:9][C:4]=2[N:3]=[CH:2]1, predict the reactants needed to synthesize it. The reactants are: [N:1]1([C:10]2[S:14][C:13]([C:15]([O:17]C)=[O:16])=[C:12]([NH:19][C:20](=[O:27])[C:21]3[CH:26]=[CH:25][CH:24]=[CH:23][CH:22]=3)[CH:11]=2)[C:5]2[CH:6]=[CH:7][CH:8]=[CH:9][C:4]=2[N:3]=[CH:2]1.[Li+].[OH-].Cl.